Dataset: Catalyst prediction with 721,799 reactions and 888 catalyst types from USPTO. Task: Predict which catalyst facilitates the given reaction. Reactant: C(OC(=O)[NH:7][CH2:8][CH2:9][C:10]1[CH:15]=[CH:14][C:13]([O:16][C:17]2[C:22]([C:23](=[O:25])[NH2:24])=[CH:21][CH:20]=[CH:19][N:18]=2)=[CH:12][CH:11]=1)(C)(C)C.C(O)(C(F)(F)F)=O. Product: [NH2:7][CH2:8][CH2:9][C:10]1[CH:11]=[CH:12][C:13]([O:16][C:17]2[N:18]=[CH:19][CH:20]=[CH:21][C:22]=2[C:23]([NH2:24])=[O:25])=[CH:14][CH:15]=1. The catalyst class is: 4.